From a dataset of Full USPTO retrosynthesis dataset with 1.9M reactions from patents (1976-2016). Predict the reactants needed to synthesize the given product. (1) Given the product [C:20]([C:10]1[CH:9]=[C:8]([NH:7][C:5]([NH:26][C:27]2[C:36]3[C:31](=[CH:32][CH:33]=[CH:34][CH:35]=3)[C:30]([C:37]3[CH:38]=[N:39][C:40]([CH2:43][N:44]4[CH2:45][CH2:46][O:47][CH2:48][CH2:49]4)=[CH:41][CH:42]=3)=[CH:29][CH:28]=2)=[O:6])[N:12]([C:13]2[CH:18]=[CH:17][C:16]([CH3:19])=[CH:15][CH:14]=2)[N:11]=1)([CH3:22])([CH3:21])[CH3:23], predict the reactants needed to synthesize it. The reactants are: ClC(Cl)(Cl)CO[C:5]([NH:7][C:8]1[N:12]([C:13]2[CH:18]=[CH:17][C:16]([CH3:19])=[CH:15][CH:14]=2)[N:11]=[C:10]([C:20]([CH3:23])([CH3:22])[CH3:21])[CH:9]=1)=[O:6].[NH2:26][C:27]1[C:36]2[C:31](=[CH:32][CH:33]=[CH:34][CH:35]=2)[C:30]([C:37]2[CH:38]=[N:39][C:40]([CH2:43][N:44]3[CH2:49][CH2:48][O:47][CH2:46][CH2:45]3)=[CH:41][CH:42]=2)=[CH:29][CH:28]=1.CS(C)=O. (2) Given the product [CH3:44][C:28]1[C:29]([C:31]([N:33]2[CH2:38][CH2:37][CH:36]([N:39]3[CH2:43][CH2:42][CH2:41][CH2:40]3)[CH2:35][CH2:34]2)=[O:32])=[N:30][C:25]([C:63]2[CH:64]=[N:65][NH:66][CH:67]=2)=[C:26]([C:45]2[CH:50]=[CH:49][CH:48]=[C:47]([C:51]([F:54])([F:53])[F:52])[CH:46]=2)[CH:27]=1, predict the reactants needed to synthesize it. The reactants are: COC(=O)C1C(C)=CC(C2C=CC=C(C(F)(F)F)C=2)=NC=1OC.Cl[C:25]1[N:30]=[C:29]([C:31]([N:33]2[CH2:38][CH2:37][CH:36]([N:39]3[CH2:43][CH2:42][CH2:41][CH2:40]3)[CH2:35][CH2:34]2)=[O:32])[C:28]([CH3:44])=[CH:27][C:26]=1[C:45]1[CH:50]=[CH:49][CH:48]=[C:47]([C:51]([F:54])([F:53])[F:52])[CH:46]=1.CC1(C)C(C)(C)OB([C:63]2[CH:64]=[N:65][NH:66][CH:67]=2)O1. (3) Given the product [CH3:1][O:2][C:3]1[CH:36]=[C:35]([O:37][CH3:38])[CH:34]=[CH:33][C:4]=1[CH2:5][N:6]1[C:26]2[C:15]3=[CH:16][C:17]4[CH:18]=[C:19]([CH2:24][OH:25])[N:20]([CH3:23])[C:21]=4[CH:22]=[C:14]3[CH:13]=[CH:12][CH2:11][C:10]=2[C:9]([OH:27])=[C:8]([C:28]([OH:30])=[O:29])[C:7]1=[O:32], predict the reactants needed to synthesize it. The reactants are: [CH3:1][O:2][C:3]1[CH:36]=[C:35]([O:37][CH3:38])[CH:34]=[CH:33][C:4]=1[CH2:5][N:6]1[C:26]2[C:15]3=[CH:16][C:17]4[CH:18]=[C:19]([CH2:24][OH:25])[N:20]([CH3:23])[C:21]=4[CH:22]=[C:14]3[CH:13]=[CH:12][CH2:11][C:10]=2[C:9]([OH:27])=[C:8]([C:28]([O:30]C)=[O:29])[C:7]1=[O:32].[Li+].[I-].Cl.